Dataset: CYP2C19 inhibition data for predicting drug metabolism from PubChem BioAssay. Task: Regression/Classification. Given a drug SMILES string, predict its absorption, distribution, metabolism, or excretion properties. Task type varies by dataset: regression for continuous measurements (e.g., permeability, clearance, half-life) or binary classification for categorical outcomes (e.g., BBB penetration, CYP inhibition). Dataset: cyp2c19_veith. (1) The drug is CCCCNc1cc(=O)n(C)c(=O)n1C. The result is 0 (non-inhibitor). (2) The compound is N1=C(c2nnc(-c3nn[nH]n3)nn2)NNN1. The result is 0 (non-inhibitor). (3) The drug is CCOC(=O)N/N=C/c1ccc(C)o1. The result is 0 (non-inhibitor). (4) The molecule is Nc1ccccc1S(N)(=O)=O. The result is 0 (non-inhibitor). (5) The compound is Cc1ccccc1N=C(N)Nc1ccccc1C. The result is 0 (non-inhibitor).